From a dataset of Forward reaction prediction with 1.9M reactions from USPTO patents (1976-2016). Predict the product of the given reaction. (1) Given the reactants [C:1]1([NH:7][C:8]([C:10]2[C:14]([N+:15]([O-])=O)=[CH:13][NH:12][N:11]=2)=[O:9])[CH:6]=[CH:5][CH:4]=[CH:3][CH:2]=1.O.O.[Sn](Cl)Cl, predict the reaction product. The product is: [C:1]1([NH:7][C:8]([C:10]2[C:14]([NH2:15])=[CH:13][NH:12][N:11]=2)=[O:9])[CH:2]=[CH:3][CH:4]=[CH:5][CH:6]=1. (2) Given the reactants [CH:1]1([C:4]2[CH:27]=[CH:26][C:7]([C:8]([N:10]([C@@H:12]3[CH2:17][CH2:16][NH:15][CH2:14][C@H:13]3[C:18]3[CH:23]=[CH:22][C:21]([Cl:24])=[C:20]([Cl:25])[CH:19]=3)[CH3:11])=[O:9])=[CH:6][CH:5]=2)[CH2:3][CH2:2]1.[CH3:28][S:29]([N:32]1[CH2:37][CH2:36][CH:35]([C:38](O)=[O:39])[CH2:34][CH2:33]1)(=[O:31])=[O:30], predict the reaction product. The product is: [CH:1]1([C:4]2[CH:27]=[CH:26][C:7]([C:8]([N:10]([C@@H:12]3[CH2:17][CH2:16][N:15]([C:38]([CH:35]4[CH2:36][CH2:37][N:32]([S:29]([CH3:28])(=[O:31])=[O:30])[CH2:33][CH2:34]4)=[O:39])[CH2:14][C@H:13]3[C:18]3[CH:23]=[CH:22][C:21]([Cl:24])=[C:20]([Cl:25])[CH:19]=3)[CH3:11])=[O:9])=[CH:6][CH:5]=2)[CH2:3][CH2:2]1.